Dataset: Full USPTO retrosynthesis dataset with 1.9M reactions from patents (1976-2016). Task: Predict the reactants needed to synthesize the given product. (1) The reactants are: Cl.[O:2]=[C:3]1[NH:12][C:11]2[N:10]=[CH:9][C:8](/[CH:13]=[CH:14]/[C:15]([OH:17])=O)=[CH:7][C:6]=2[CH2:5][CH2:4]1.[CH:18]1[CH:19]=CC2N(O)N=[N:24][C:22]=2[CH:23]=1.CCN(C(C)C)C(C)C.N1CCCC1.CCN=C=NCCCN(C)C. Given the product [O:17]=[C:15]([N:24]1[CH2:19][CH2:18][CH2:23][CH2:22]1)/[CH:14]=[CH:13]/[C:8]1[CH:7]=[C:6]2[C:11](=[N:10][CH:9]=1)[NH:12][C:3](=[O:2])[CH2:4][CH2:5]2, predict the reactants needed to synthesize it. (2) Given the product [F:1][C:2]1[CH:3]=[C:4]2[C:8](=[CH:9][CH:10]=1)[C:7](=[O:11])[NH:12][CH2:6][CH2:5]2, predict the reactants needed to synthesize it. The reactants are: [F:1][C:2]1[CH:3]=[C:4]2[C:8](=[CH:9][CH:10]=1)[C:7](=[O:11])[CH2:6][CH2:5]2.[N-:12]=[N+]=[N-].[Na+].[OH-].[Na+]. (3) Given the product [NH2:1][C:4]1[C:5]([NH:21][C:22]2[CH:27]=[CH:26][CH:25]=[CH:24][CH:23]=2)=[CH:6][C:7]([O:10][C:11]2[CH:12]=[C:13]([NH:17][C:18](=[O:20])[CH3:19])[CH:14]=[CH:15][CH:16]=2)=[N:8][CH:9]=1, predict the reactants needed to synthesize it. The reactants are: [N+:1]([C:4]1[C:5]([NH:21][C:22]2[CH:27]=[CH:26][CH:25]=[CH:24][CH:23]=2)=[CH:6][C:7]([O:10][C:11]2[CH:12]=[C:13]([NH:17][C:18](=[O:20])[CH3:19])[CH:14]=[CH:15][CH:16]=2)=[N:8][CH:9]=1)([O-])=O.[H][H]. (4) Given the product [CH3:1][N:2]([CH3:3])[C:5]([CH:7]([CH3:29])[CH2:8][CH2:9][N:10]1[C:14]2[CH:15]=[CH:16][CH:17]=[C:18]([CH3:19])[C:13]=2[N:12]=[C:11]1[CH2:20][O:21][C:22]1[CH:27]=[CH:26][C:25]([Cl:28])=[CH:24][CH:23]=1)=[O:6], predict the reactants needed to synthesize it. The reactants are: [CH3:1][NH:2][CH3:3].Cl[C:5]([CH:7]([CH3:29])[CH2:8][CH2:9][N:10]1[C:14]2[CH:15]=[CH:16][CH:17]=[C:18]([CH3:19])[C:13]=2[N:12]=[C:11]1[CH2:20][O:21][C:22]1[CH:27]=[CH:26][C:25]([Cl:28])=[CH:24][CH:23]=1)=[O:6]. (5) Given the product [CH:35]([N:11]1[C:12](=[O:34])[C:13]2[N:15]3[CH2:24][CH2:23][C:22]4[CH:21]=[C:20]([O:25][CH3:26])[C:19]([O:27][CH:28]([CH3:29])[CH3:30])=[CH:18][C:17]=4[C:16]3=[C:40]([C:41]3[S:42][CH:43]=[CH:44][CH:45]=3)[C:39]=2[CH2:38][N:8]([C:6]([O:5][C:1]([CH3:3])([CH3:4])[CH3:2])=[O:7])[CH2:9][CH2:10]1)([CH3:36])[CH3:37], predict the reactants needed to synthesize it. The reactants are: [C:1]([O:5][C:6]([N:8]([CH2:38][C:39]#[C:40][C:41]1[S:42][CH:43]=[CH:44][CH:45]=1)[CH2:9][CH2:10][N:11]([CH:35]([CH3:37])[CH3:36])[C:12](=[O:34])[C:13]([N:15]1[CH2:24][CH2:23][C:22]2[C:17](=[CH:18][C:19]([O:27][CH:28]([CH3:30])[CH3:29])=[C:20]([O:25][CH3:26])[CH:21]=2)[CH:16]1C(O)=O)=O)=[O:7])([CH3:4])([CH3:3])[CH3:2].C([O-])(=O)C.[Na+].O.